This data is from Catalyst prediction with 721,799 reactions and 888 catalyst types from USPTO. The task is: Predict which catalyst facilitates the given reaction. (1) The catalyst class is: 2. Reactant: [NH2:1][C:2]1([CH2:6][O:7][C:8]2[CH:13]=[CH:12][C:11]([C:14]3[CH:15]=[CH:16][C:17]4[N:18]([C:20]([C:24]5[CH:25]=[C:26]([C:31]([F:34])([F:33])[F:32])[C:27]([NH2:30])=[N:28][CH:29]=5)=[C:21]([CH3:23])[N:22]=4)[N:19]=3)=[CH:10][CH:9]=2)[CH2:5][O:4][CH2:3]1.C(N(CC)CC)C.[CH:42]1([C:45](Cl)=[O:46])[CH2:44][CH2:43]1. Product: [NH2:30][C:27]1[N:28]=[CH:29][C:24]([C:20]2[N:18]3[N:19]=[C:14]([C:11]4[CH:12]=[CH:13][C:8]([O:7][CH2:6][C:2]5([NH:1][C:45]([CH:42]6[CH2:44][CH2:43]6)=[O:46])[CH2:5][O:4][CH2:3]5)=[CH:9][CH:10]=4)[CH:15]=[CH:16][C:17]3=[N:22][C:21]=2[CH3:23])=[CH:25][C:26]=1[C:31]([F:32])([F:33])[F:34]. (2) Reactant: C(OC([NH:8][CH2:9][CH:10]1[CH:15]2[CH2:16][CH2:17][CH:11]1[CH2:12][N:13]([C:18]([O:20][CH2:21][C:22]1[CH:27]=[CH:26][CH:25]=[CH:24][CH:23]=1)=[O:19])[CH2:14]2)=O)(C)(C)C.Cl.[OH-].[Na+]. Product: [NH2:8][CH2:9][CH:10]1[CH:11]2[CH2:17][CH2:16][CH:15]1[CH2:14][N:13]([C:18]([O:20][CH2:21][C:22]1[CH:23]=[CH:24][CH:25]=[CH:26][CH:27]=1)=[O:19])[CH2:12]2. The catalyst class is: 40. (3) Reactant: [C:1]([N:5]([CH3:29])[C:6]([C:8]1[C:9]2[CH2:25][O:24][C:23]3[CH:22]=[C:21]([O:26][CH3:27])[C:20](Br)=[CH:19][C:18]=3[C:10]=2[N:11]([C:13]2[CH:17]=[CH:16][S:15][CH:14]=2)[N:12]=1)=[O:7])([CH3:4])([CH3:3])[CH3:2].B(O)O.ClCCl.C(=O)([O-])[O-].[Cs+].[Cs+].O1CCOCC1. Product: [C:1]([N:5]([CH3:29])[C:6]([C:8]1[C:9]2[CH2:25][O:24][C:23]3[CH:22]=[C:21]([O:26][CH3:27])[CH:20]=[CH:19][C:18]=3[C:10]=2[N:11]([C:13]2[CH:17]=[CH:16][S:15][CH:14]=2)[N:12]=1)=[O:7])([CH3:4])([CH3:3])[CH3:2]. The catalyst class is: 263. (4) Reactant: [CH3:1][O:2][C:3]1[CH:4]=[C:5]([CH:8]=[CH:9][C:10]=1[O:11][CH3:12])[CH:6]=[O:7].[CH:13]([Mg]Br)=[CH2:14].[Cl-].[NH4+]. Product: [CH3:1][O:2][C:3]1[CH:4]=[C:5]([CH:6]([OH:7])[CH:13]=[CH2:14])[CH:8]=[CH:9][C:10]=1[O:11][CH3:12]. The catalyst class is: 1. (5) Reactant: [Cl:1][C:2]1[CH:8]=[CH:7][C:5]([NH2:6])=[C:4]([C:9]2[CH:14]=[C:13]([O:15][CH3:16])[N:12]=[CH:11][N:10]=2)[C:3]=1[F:17].[CH2:18](ON=O)[CH2:19][CH:20]([CH3:22])[CH3:21].[Si]([N:30]=[N+:31]=[N-])(C)(C)C.C(C1CC1)#C. Product: [Cl:1][C:2]1[C:3]([F:17])=[C:4]([C:9]2[CH:14]=[C:13]([O:15][CH3:16])[N:12]=[CH:11][N:10]=2)[C:5]([N:6]2[CH:18]=[C:19]([CH:20]3[CH2:22][CH2:21]3)[N:31]=[N:30]2)=[CH:7][CH:8]=1. The catalyst class is: 291.